Dataset: Catalyst prediction with 721,799 reactions and 888 catalyst types from USPTO. Task: Predict which catalyst facilitates the given reaction. (1) Reactant: [CH3:1][N:2]1[CH2:7][CH2:6][NH:5][CH2:4][CH2:3]1.[Cl:8][C:9]1[CH:36]=[CH:35][C:34]([N:37]2[CH:41]=[CH:40][CH:39]=[CH:38]2)=[CH:33][C:10]=1[C:11]([NH:13][C:14](=[O:32])[NH:15][C:16]1[S:17][C:18]2[CH:24]=[C:23]([S:25]([CH2:28][CH2:29][CH2:30]I)(=[O:27])=[O:26])[CH:22]=[CH:21][C:19]=2[N:20]=1)=[O:12]. Product: [Cl:8][C:9]1[CH:36]=[CH:35][C:34]([N:37]2[CH:41]=[CH:40][CH:39]=[CH:38]2)=[CH:33][C:10]=1[C:11]([NH:13][C:14](=[O:32])[NH:15][C:16]1[S:17][C:18]2[CH:24]=[C:23]([S:25]([CH2:28][CH2:29][CH2:30][N:5]3[CH2:6][CH2:7][N:2]([CH3:1])[CH2:3][CH2:4]3)(=[O:27])=[O:26])[CH:22]=[CH:21][C:19]=2[N:20]=1)=[O:12]. The catalyst class is: 49. (2) Reactant: Cl.[NH2:2][C@@H:3]([C:8]1[CH:13]=[CH:12][CH:11]=[CH:10][CH:9]=1)[C:4]([O:6][CH3:7])=[O:5].[N+:14]([O-])([OH:16])=[O:15]. Product: [NH2:2][C@@H:3]([C:8]1[CH:13]=[CH:12][CH:11]=[C:10]([N+:14]([O-:16])=[O:15])[CH:9]=1)[C:4]([O:6][CH3:7])=[O:5]. The catalyst class is: 82.